This data is from Forward reaction prediction with 1.9M reactions from USPTO patents (1976-2016). The task is: Predict the product of the given reaction. Given the reactants C1C=CC(P(C2C=CC=CC=2)C2C=CC=CC=2)=CC=1.[OH:20][C:21]1[CH:22]=[CH:23][CH:24]=[C:25]2[C:30]=1[N:29]=[C:28]([CH3:31])[CH:27]=[CH:26]2.C1C=CC(COC(/N=N/C(OCC2C=CC=CC=2)=O)=O)=CC=1.[NH2:54][C:55]1[CH:64]=[CH:63][C:62]2[C:57](=[C:58]([O:65][CH:66]([CH3:71])[CH2:67][CH2:68][CH2:69]O)[CH:59]=[CH:60][CH:61]=2)[N:56]=1, predict the reaction product. The product is: [CH3:71][CH:66]([O:65][C:58]1[CH:59]=[CH:60][CH:61]=[C:62]2[C:57]=1[N:56]=[C:55]([NH2:54])[CH:64]=[CH:63]2)[CH2:67][CH2:68][CH2:69][O:20][C:21]1[CH:22]=[CH:23][CH:24]=[C:25]2[C:30]=1[N:29]=[C:28]([CH3:31])[CH:27]=[CH:26]2.